Dataset: Full USPTO retrosynthesis dataset with 1.9M reactions from patents (1976-2016). Task: Predict the reactants needed to synthesize the given product. (1) Given the product [CH2:1]([C:3]1[C:4](=[O:27])[N:5]([CH2:18][CH2:19][C:20]2[CH:25]=[CH:24][CH:23]=[CH:22][C:21]=2[F:26])[C:6]([C:10]2[CH:15]=[CH:14][CH:13]=[C:12]([F:16])[C:11]=2[O:17][CH2:28][O:29][CH3:30])=[N:7][C:8]=1[CH3:9])[CH3:2], predict the reactants needed to synthesize it. The reactants are: [CH2:1]([C:3]1[C:4](=[O:27])[N:5]([CH2:18][CH2:19][C:20]2[CH:25]=[CH:24][CH:23]=[CH:22][C:21]=2[F:26])[C:6]([C:10]2[CH:15]=[CH:14][CH:13]=[C:12]([F:16])[C:11]=2[OH:17])=[N:7][C:8]=1[CH3:9])[CH3:2].[CH2:28](Cl)[O:29][CH3:30]. (2) Given the product [C:1]([O:5][C:6]([NH:8][C@@H:9]([C:27]1[CH:32]=[CH:31][CH:30]=[CH:29][CH:28]=1)[C:10]1[CH:11]=[C:12]([CH:24]=[CH:25][CH:26]=1)[O:13][CH2:14][C:15]1[O:16][CH:17]=[C:18]([C:20]([OH:22])=[O:21])[N:19]=1)=[O:7])([CH3:4])([CH3:2])[CH3:3], predict the reactants needed to synthesize it. The reactants are: [C:1]([O:5][C:6]([NH:8][C@@H:9]([C:27]1[CH:32]=[CH:31][CH:30]=[CH:29][CH:28]=1)[C:10]1[CH:11]=[C:12]([CH:24]=[CH:25][CH:26]=1)[O:13][CH2:14][C:15]1[O:16][CH:17]=[C:18]([C:20]([O:22]C)=[O:21])[N:19]=1)=[O:7])([CH3:4])([CH3:3])[CH3:2].O.[OH-].[Li+]. (3) Given the product [Br:6][C:7]1[CH:16]=[CH:15][C:10]([C:11]([O:13][CH3:14])=[O:12])=[C:9]([O:17][CH:19]([F:25])[F:24])[CH:8]=1, predict the reactants needed to synthesize it. The reactants are: CN(C)C=O.[Br:6][C:7]1[CH:16]=[CH:15][C:10]([C:11]([O:13][CH3:14])=[O:12])=[C:9]([OH:17])[CH:8]=1.Cl[C:19]([F:25])([F:24])C(OC)=O.C(=O)([O-])[O-].[K+].[K+]. (4) Given the product [F:21][C:18]([F:19])([F:20])[C:15]1[CH:16]=[CH:17][C:11]2[O:10][C:9]([C:6]3[CH:5]=[CH:4][C:3]([OH:2])=[CH:8][CH:7]=3)=[CH:13][C:12]=2[CH:14]=1, predict the reactants needed to synthesize it. The reactants are: C[O:2][C:3]1[CH:8]=[CH:7][C:6]([C:9]2[O:10][C:11]3[CH:17]=[CH:16][C:15]([C:18]([F:21])([F:20])[F:19])=[CH:14][C:12]=3[CH:13]=2)=[CH:5][CH:4]=1.Cl.N1C=CC=CC=1. (5) Given the product [CH3:21][O:20][C:14]1[CH:13]=[C:12]([CH:17]=[C:16]([O:18][CH3:19])[CH:15]=1)[CH2:11][CH2:10][C:8]1[N:9]=[C:4]2[CH:3]=[C:2]([C:28]3[CH:29]=[N:30][C:25]([O:24][CH3:23])=[CH:26][CH:27]=3)[NH:22][C:5]2=[N:6][CH:7]=1, predict the reactants needed to synthesize it. The reactants are: Br[C:2]1[NH:22][C:5]2=[N:6][CH:7]=[C:8]([CH2:10][CH2:11][C:12]3[CH:17]=[C:16]([O:18][CH3:19])[CH:15]=[C:14]([O:20][CH3:21])[CH:13]=3)[N:9]=[C:4]2[CH:3]=1.[CH3:23][O:24][C:25]1[N:30]=[CH:29][C:28](B(O)O)=[CH:27][CH:26]=1. (6) Given the product [Cl:1][C:2]1[CH:11]=[C:10]2[C:5]([CH2:6][CH2:7][CH2:8][CH:9]2[C:12]2[CH:13]=[C:14]([CH2:17][OH:18])[S:15][CH:16]=2)=[CH:4][CH:3]=1, predict the reactants needed to synthesize it. The reactants are: [Cl:1][C:2]1[CH:11]=[C:10]2[C:5]([CH2:6][CH2:7][CH:8]=[C:9]2[C:12]2[CH:13]=[C:14]([CH2:17][OH:18])[S:15][CH:16]=2)=[CH:4][CH:3]=1. (7) Given the product [Cl:51][C:52]1[CH:57]=[C:56]([O:58][CH:59]2[CH2:64][CH2:63][N:62]([C:25](=[O:27])[CH2:24][NH:23][C:21]([C:18]3[CH:17]=[C:16]([C:10]4[CH:11]=[CH:12][CH:13]=[CH:14][CH:15]=4)[NH:20][N:19]=3)=[O:22])[CH2:61][CH2:60]2)[CH:55]=[N:54][CH:53]=1, predict the reactants needed to synthesize it. The reactants are: CCN(C(C)C)C(C)C.[C:10]1([C:16]2[NH:20][N:19]=[C:18]([C:21]([NH:23][CH2:24][C:25]([OH:27])=O)=[O:22])[CH:17]=2)[CH:15]=[CH:14][CH:13]=[CH:12][CH:11]=1.C1C=CC2N(O)N=NC=2C=1.CCN=C=NCCCN(C)C.Cl.Cl.[Cl:51][C:52]1[CH:53]=[N:54][CH:55]=[C:56]([O:58][CH:59]2[CH2:64][CH2:63][NH:62][CH2:61][CH2:60]2)[CH:57]=1.Cl.ClC1C=CC=CC=1OC1CCNCC1. (8) Given the product [O:9]1[CH:5]=[CH:4][CH:3]=[CH:2]1.[CH3:18][CH2:19][O:20][CH2:21][CH3:22], predict the reactants needed to synthesize it. The reactants are: C[CH:2]([OH:9])[CH2:3][CH2:4][CH2:5]CCC.C([C:18]1(OC=CC1)[CH2:19][O:20][CH2:21][C:22]1(CCCCCCCC)OC=CC1)CCCCCCC.[H][H]. (9) Given the product [Cl:1][C:2]1[N:7]=[C:6]([NH:15][CH3:13])[C:5]([C:9]([F:12])([F:11])[F:10])=[CH:4][N:3]=1, predict the reactants needed to synthesize it. The reactants are: [Cl:1][C:2]1[N:7]=[C:6](Cl)[C:5]([C:9]([F:12])([F:11])[F:10])=[CH:4][N:3]=1.[CH2:13]([N:15](CC)CC)C.CN. (10) Given the product [Br:1][C:2]1[CH:3]=[C:4]([S:8][CH:16]([CH3:20])[C:17]([NH2:19])=[O:18])[CH:5]=[CH:6][CH:7]=1, predict the reactants needed to synthesize it. The reactants are: [Br:1][C:2]1[CH:3]=[C:4]([SH:8])[CH:5]=[CH:6][CH:7]=1.C(=O)([O-])[O-].[K+].[K+].Br[CH:16]([CH3:20])[C:17]([NH2:19])=[O:18].O.